Dataset: Forward reaction prediction with 1.9M reactions from USPTO patents (1976-2016). Task: Predict the product of the given reaction. (1) Given the reactants Cl[C:2]1[CH:3]=[C:4]([C:17]2[N:22]=[C:21]([CH3:23])[N:20]=[C:19]([N:24]([CH2:34][C:35]3[CH:40]=[CH:39][C:38]([O:41][CH3:42])=[CH:37][CH:36]=3)[CH2:25][C:26]3[CH:31]=[CH:30][C:29]([O:32][CH3:33])=[CH:28][CH:27]=3)[N:18]=2)[C:5]([NH:8][C:9]2[CH:10]=[N:11][C:12]([O:15][CH3:16])=[CH:13][CH:14]=2)=[N:6][CH:7]=1.C1(P(C2CCCCC2)C2C=CC=CC=2C2C(C(C)C)=CC(C(C)C)=CC=2C(C)C)CCCCC1.C([Sn](CCCC)(CCCC)[C:82]1[CH:87]=[CH:86][N:85]=[N:84][CH:83]=1)CCC, predict the reaction product. The product is: [CH3:33][O:32][C:29]1[CH:30]=[CH:31][C:26]([CH2:25][N:24]([CH2:34][C:35]2[CH:40]=[CH:39][C:38]([O:41][CH3:42])=[CH:37][CH:36]=2)[C:19]2[N:18]=[C:17]([C:4]3[C:5]([NH:8][C:9]4[CH:10]=[N:11][C:12]([O:15][CH3:16])=[CH:13][CH:14]=4)=[N:6][CH:7]=[C:2]([C:82]4[CH:87]=[CH:86][N:85]=[N:84][CH:83]=4)[CH:3]=3)[N:22]=[C:21]([CH3:23])[N:20]=2)=[CH:27][CH:28]=1. (2) Given the reactants [OH:1][C:2]1[C:3]([C:8]#[N:9])=[N:4][CH:5]=[CH:6][CH:7]=1.C(=O)([O-])[O-].[K+].[K+].[CH2:16](Br)[C:17]1[CH:22]=[CH:21][CH:20]=[CH:19][CH:18]=1, predict the reaction product. The product is: [CH2:16]([O:1][C:2]1[C:3]([C:8]#[N:9])=[N:4][CH:5]=[CH:6][CH:7]=1)[C:17]1[CH:22]=[CH:21][CH:20]=[CH:19][CH:18]=1.